Dataset: Full USPTO retrosynthesis dataset with 1.9M reactions from patents (1976-2016). Task: Predict the reactants needed to synthesize the given product. Given the product [Cl:1][C:2]1[C:3]([O:19][C:20]2[CH:25]=[CH:24][CH:23]=[CH:22][CH:21]=2)=[C:4]2[C:9](=[CH:10][CH:11]=1)[O:8][CH:7]([C:12]([F:15])([F:13])[F:14])[C:6]([C:16]([O-:18])=[O:17])=[CH:5]2.[Na+:27], predict the reactants needed to synthesize it. The reactants are: [Cl:1][C:2]1[C:3]([O:19][C:20]2[CH:25]=[CH:24][CH:23]=[CH:22][CH:21]=2)=[C:4]2[C:9](=[CH:10][CH:11]=1)[O:8][CH:7]([C:12]([F:15])([F:14])[F:13])[C:6]([C:16]([OH:18])=[O:17])=[CH:5]2.[OH-].[Na+:27].